From a dataset of Full USPTO retrosynthesis dataset with 1.9M reactions from patents (1976-2016). Predict the reactants needed to synthesize the given product. (1) Given the product [NH2:29][C:28](=[N:32][OH:31])[C:25]1[CH:24]=[CH:23][C:22]([C:20]([NH:19][C:12]2[CH:13]=[CH:14][C:15]([O:17][CH3:18])=[CH:16][C:11]=2[C:9]([NH:8][C:5]2[CH:4]=[CH:3][C:2]([Cl:1])=[CH:7][N:6]=2)=[O:10])=[O:21])=[CH:27][CH:26]=1, predict the reactants needed to synthesize it. The reactants are: [Cl:1][C:2]1[CH:3]=[CH:4][C:5]([NH:8][C:9]([C:11]2[CH:16]=[C:15]([O:17][CH3:18])[CH:14]=[CH:13][C:12]=2[NH:19][C:20]([C:22]2[CH:27]=[CH:26][C:25]([C:28]#[N:29])=[CH:24][CH:23]=2)=[O:21])=[O:10])=[N:6][CH:7]=1.Cl.[OH:31][NH2:32].CCN(CC)CC. (2) Given the product [C:9]1([C:7]2[S:6][N:5]=[C:4]([O:34][CH2:30][C:31]#[C:32][CH3:33])[N:8]=2)[CH:14]=[CH:13][CH:12]=[CH:11][CH:10]=1, predict the reactants needed to synthesize it. The reactants are: CS([C:4]1[N:8]=[C:7]([C:9]2[CH:14]=[CH:13][CH:12]=[CH:11][CH:10]=2)[S:6][N:5]=1)=O.CS(C1N=C(C2C=CC=CC=2)SN=1)(=O)=O.[CH2:30]([OH:34])[C:31]#[C:32][CH3:33].[H-].[Na+].[Cl-].[Na+]. (3) Given the product [NH2:5][CH:6]1[C:13](=[O:14])[N:12]2[C:11]([C:15]([OH:17])=[O:16])=[C:10]([CH:18]=[N:4][O:3][CH3:2])[CH2:9][S:8][C@H:7]12, predict the reactants needed to synthesize it. The reactants are: Cl.[CH3:2][O:3][NH2:4].[NH2:5][C@@H:6]1[C:13](=[O:14])[N:12]2[C@@H:7]1[S:8][CH2:9][C:10]([CH:18]=O)=[C:11]2[C:15]([OH:17])=[O:16]. (4) Given the product [CH3:17][S:18][C:2]1[N:7]=[C:6]2[N:8]([CH:12]([CH2:15][CH3:16])[CH2:13][CH3:14])[C:9]([OH:11])=[N:10][C:5]2=[N:4][CH:3]=1, predict the reactants needed to synthesize it. The reactants are: Br[C:2]1[N:7]=[C:6]2[N:8]([CH:12]([CH2:15][CH3:16])[CH2:13][CH3:14])[C:9]([OH:11])=[N:10][C:5]2=[N:4][CH:3]=1.[CH3:17][S-:18].[Na+]. (5) Given the product [BrH:1].[CH3:17][C:5]1[S:4][C:3]2=[N:2][C:9]([CH2:10][C:11]([O:13][CH2:14][CH3:15])=[O:12])=[CH:8][N:7]2[CH:6]=1, predict the reactants needed to synthesize it. The reactants are: [Br-:1].[NH2:2][C:3]1[S:4][C:5]([CH3:17])=[CH:6][N+:7]=1[CH2:8][C:9](=O)[CH2:10][C:11]([O:13][CH2:14][CH3:15])=[O:12]. (6) Given the product [F:1][C:2]1[CH:7]=[C:6]([F:8])[C:5]([F:9])=[CH:4][C:3]=1[NH:10][C:11]1[O:12][CH:13]=[C:14]([C:16]([OH:18])=[O:17])[N:15]=1, predict the reactants needed to synthesize it. The reactants are: [F:1][C:2]1[CH:7]=[C:6]([F:8])[C:5]([F:9])=[CH:4][C:3]=1[NH:10][C:11]1[O:12][CH:13]=[C:14]([C:16]([O:18]CC)=[O:17])[N:15]=1.C[Si](C)(C)[O-].[K+].O.Cl. (7) Given the product [Si:12]([O:19][C@H:20]1[CH2:21][C@H:22]([O:34][C:35]2[CH:40]=[C:39]([Cl:41])[N:38]=[CH:37][N:36]=2)[CH2:23][C@H:24]1[CH2:25][OH:26])([C:15]([CH3:18])([CH3:16])[CH3:17])([CH3:14])[CH3:13], predict the reactants needed to synthesize it. The reactants are: C(O)C.Cl.C(=O)([O-])[O-].[Na+].[Na+].O.[Si:12]([O:19][C@@H:20]1[C@H:24]([CH2:25][O:26][Si](C(C)(C)C)(C)C)[CH2:23][C@@H:22]([O:34][C:35]2[CH:40]=[C:39]([Cl:41])[N:38]=[CH:37][N:36]=2)[CH2:21]1)([C:15]([CH3:18])([CH3:17])[CH3:16])([CH3:14])[CH3:13].